Dataset: Full USPTO retrosynthesis dataset with 1.9M reactions from patents (1976-2016). Task: Predict the reactants needed to synthesize the given product. (1) The reactants are: [NH2:1][N:2]1[CH:6]=[C:5]([CH3:7])[CH:4]=[C:3]1[C:8]#[N:9].NN1C=CC(C)=C1C#N.[OH-:19].[K+]. Given the product [NH2:1][N:2]1[CH:6]=[C:5]([CH3:7])[CH:4]=[C:3]1[C:8]([NH2:9])=[O:19], predict the reactants needed to synthesize it. (2) Given the product [C:26]1([C:30]2[CH:35]=[CH:34][CH:33]=[CH:32][CH:31]=2)[CH:27]=[CH:28][CH:29]=[C:24]([C:20]2[O:21][C:22]([CH3:23])=[C:18]([CH2:17][CH2:16][O:15][C:12]3[CH:13]=[CH:14][C:9]([O:8][C:5]([CH3:7])([CH3:6])[C:4]([OH:36])=[O:3])=[CH:10][CH:11]=3)[N:19]=2)[CH:25]=1, predict the reactants needed to synthesize it. The reactants are: C([O:3][C:4](=[O:36])[C:5]([O:8][C:9]1[CH:14]=[CH:13][C:12]([O:15][CH2:16][CH2:17][C:18]2[N:19]=[C:20]([C:24]3[CH:25]=[C:26]([C:30]4[CH:35]=[CH:34][CH:33]=[CH:32][CH:31]=4)[CH:27]=[CH:28][CH:29]=3)[O:21][C:22]=2[CH3:23])=[CH:11][CH:10]=1)([CH3:7])[CH3:6])C.[OH-].[Na+].Cl.C(OCC)(=O)C. (3) Given the product [CH:19]1([CH:7]([C:6]2[CH:5]=[C:4]([C:9]3[CH:10]=[CH:11][C:12]([C:15]([F:16])([F:18])[F:17])=[CH:13][CH:14]=3)[S:3][C:2]=2[CH3:1])[OH:8])[CH2:24][CH2:23][CH2:22][CH2:21][CH2:20]1, predict the reactants needed to synthesize it. The reactants are: [CH3:1][C:2]1[S:3][C:4]([C:9]2[CH:14]=[CH:13][C:12]([C:15]([F:18])([F:17])[F:16])=[CH:11][CH:10]=2)=[CH:5][C:6]=1[CH:7]=[O:8].[CH:19]1([Mg]Br)[CH2:24][CH2:23][CH2:22][CH2:21][CH2:20]1.O1CCCC1.Cl. (4) The reactants are: COC(=O)C1C=CC(N=[N:11][C:12]2[NH:13][CH:14]=[C:15]([CH2:17][C:18]([O:20][CH3:21])=[O:19])[N:16]=2)=CC=1.[F:23][C:24]([F:29])([F:28])[C:25]([OH:27])=[O:26]. Given the product [CH3:21][O:20][C:18](=[O:19])[CH2:17][C:15]1[N:16]=[C:12]([NH2:11])[NH:13][CH:14]=1.[F:23][C:24]([F:29])([F:28])[C:25]([OH:27])=[O:26], predict the reactants needed to synthesize it. (5) Given the product [F:18][C:4]([F:3])([CH3:17])[CH2:5][CH2:6][CH2:7][CH2:8][N:9]1[N:13]=[C:12]([NH2:14])[CH:11]=[N:10]1, predict the reactants needed to synthesize it. The reactants are: N#N.[F:3][C:4]([F:18])([CH3:17])[CH2:5][CH2:6][CH2:7][CH2:8][N:9]1[N:13]=[C:12]([N+:14]([O-])=O)[CH:11]=[N:10]1.[NH4+].[Cl-]. (6) Given the product [CH2:58]([O:57][C@:16]1([CH2:15][CH2:14][OH:13])[C@@:20]([CH2:30][O:31][S:32]([C:35]2[CH:40]=[CH:39][C:38]([CH3:41])=[CH:37][CH:36]=2)(=[O:34])=[O:33])([CH2:21][O:22][CH2:23][C:24]2[CH:29]=[CH:28][CH:27]=[CH:26][CH:25]=2)[O:19][C@@H:18]([N:42]2[CH:49]=[C:48]([CH3:50])[C:46](=[O:47])[NH:45][C:43]2=[O:44])[C@@H:17]1[O:51][CH2:52][CH:53]([O:55][CH3:56])[CH3:54])[C:59]1[CH:64]=[CH:63][CH:62]=[CH:61][CH:60]=1, predict the reactants needed to synthesize it. The reactants are: [OH-].[Na+].O1CCCC1CO.C([O:13][CH2:14][CH2:15][C@@:16]1([O:57][CH2:58][C:59]2[CH:64]=[CH:63][CH:62]=[CH:61][CH:60]=2)[C@@:20]([CH2:30][O:31][S:32]([C:35]2[CH:40]=[CH:39][C:38]([CH3:41])=[CH:37][CH:36]=2)(=[O:34])=[O:33])([CH2:21][O:22][CH2:23][C:24]2[CH:29]=[CH:28][CH:27]=[CH:26][CH:25]=2)[O:19][C@@H:18]([N:42]2[CH:49]=[C:48]([CH3:50])[C:46](=[O:47])[NH:45][C:43]2=[O:44])[C@@H:17]1[O:51][CH2:52][CH:53]([O:55][CH3:56])[CH3:54])(=O)C. (7) Given the product [NH:2]([C:6](=[O:5])[C:7]([NH:9][C:10]1[CH:11]=[CH:12][C:13]([O:16][CH:17]2[CH2:22][CH2:21][C:20]([CH3:28])([C:23]([O:25][CH2:26][CH3:27])=[O:24])[CH2:19][CH2:18]2)=[N:14][CH:15]=1)=[O:8])[NH2:3], predict the reactants needed to synthesize it. The reactants are: O.[NH2:2][NH2:3].C[O:5][C:6](=O)[C:7]([NH:9][C:10]1[CH:11]=[CH:12][C:13]([O:16][CH:17]2[CH2:22][CH2:21][C:20]([CH3:28])([C:23]([O:25][CH2:26][CH3:27])=[O:24])[CH2:19][CH2:18]2)=[N:14][CH:15]=1)=[O:8]. (8) Given the product [Cl:19][C:20]1[S:24][C:23]([C:25]([NH:7][CH2:8][C@H:9]([OH:12])[CH2:10][OH:11])=[O:26])=[CH:22][CH:21]=1, predict the reactants needed to synthesize it. The reactants are: C(=O)(O)[O-].[Na+].Cl.[NH2:7][CH2:8][C@H:9]([OH:12])[CH2:10][OH:11].CC1CCCO1.[Cl:19][C:20]1[S:24][C:23]([C:25](Cl)=[O:26])=[CH:22][CH:21]=1. (9) Given the product [CH2:9]([O:8][C:6]1[CH:7]=[C:2]([O:26][C:23]2[CH:24]=[CH:25][C:20]([Cl:19])=[CH:21][C:22]=2[F:27])[N:3]=[CH:4][N:5]=1)[C:10]#[C:11][CH3:12], predict the reactants needed to synthesize it. The reactants are: Cl[C:2]1[CH:7]=[C:6]([O:8][CH2:9][C:10]#[C:11][CH3:12])[N:5]=[CH:4][N:3]=1.C(=O)([O-])[O-].[K+].[K+].[Cl:19][C:20]1[CH:25]=[CH:24][C:23]([OH:26])=[C:22]([F:27])[CH:21]=1.[Cl-].[NH4+]. (10) Given the product [CH3:21][C@H:22]1[CH2:27][CH2:26][CH2:25][CH2:24][N:23]1[C:28]1[CH:34]=[CH:33][C:32]([C:35]([F:37])([F:36])[F:38])=[CH:31][C:29]=1[NH:30][C:2](=[O:9])[C:3]1[CH:8]=[CH:7][N:6]=[CH:5][CH:4]=1, predict the reactants needed to synthesize it. The reactants are: Cl.[C:2](Cl)(=[O:9])[C:3]1[CH:8]=[CH:7][N:6]=[CH:5][CH:4]=1.C(N(CC)CC)C.ClCCl.[CH3:21][C@H:22]1[CH2:27][CH2:26][CH2:25][CH2:24][N:23]1[C:28]1[CH:34]=[CH:33][C:32]([C:35]([F:38])([F:37])[F:36])=[CH:31][C:29]=1[NH2:30].